Task: Regression/Classification. Given a drug SMILES string, predict its absorption, distribution, metabolism, or excretion properties. Task type varies by dataset: regression for continuous measurements (e.g., permeability, clearance, half-life) or binary classification for categorical outcomes (e.g., BBB penetration, CYP inhibition). Dataset: cyp2d6_veith.. Dataset: CYP2D6 inhibition data for predicting drug metabolism from PubChem BioAssay (1) The drug is O=C(c1ccco1)N(CCC(c1ccccc1)c1ccco1)Cc1ccco1. The result is 0 (non-inhibitor). (2) The drug is CN1CCCN([C@@H](c2ccccc2)c2ccc(Cl)cc2)CC1. The result is 1 (inhibitor).